Dataset: Peptide-MHC class II binding affinity with 134,281 pairs from IEDB. Task: Regression. Given a peptide amino acid sequence and an MHC pseudo amino acid sequence, predict their binding affinity value. This is MHC class II binding data. (1) The peptide sequence is AVKPAAEEVKVIPAG. The MHC is HLA-DPA10103-DPB10201 with pseudo-sequence HLA-DPA10103-DPB10201. The binding affinity (normalized) is 0.0311. (2) The peptide sequence is AFKIAATAANAAPTN. The MHC is DRB1_0901 with pseudo-sequence DRB1_0901. The binding affinity (normalized) is 0.803. (3) The peptide sequence is LHFSEALRIIAGTPE. The MHC is DRB1_1101 with pseudo-sequence DRB1_1101. The binding affinity (normalized) is 0.845. (4) The peptide sequence is DIKVQFQSGGNNSPA. The MHC is DRB1_0101 with pseudo-sequence DRB1_0101. The binding affinity (normalized) is 0.181. (5) The peptide sequence is TVDKSKPKVYQWFDLRKY. The MHC is DRB4_0101 with pseudo-sequence DRB4_0103. The binding affinity (normalized) is 0.412. (6) The binding affinity (normalized) is 0. The MHC is DRB1_1101 with pseudo-sequence DRB1_1101. The peptide sequence is QVAKAGLKTNDRKWC. (7) The peptide sequence is YGKDALLHEHYVYAKEGYEP. The MHC is DRB1_1301 with pseudo-sequence DRB1_1301. The binding affinity (normalized) is 0.834. (8) The peptide sequence is KLSDLIIADTSTAQE. The MHC is HLA-DQA10501-DQB10201 with pseudo-sequence HLA-DQA10501-DQB10201. The binding affinity (normalized) is 0.372. (9) The peptide sequence is KVYLAWVPAHKGIGG. The MHC is DRB1_0301 with pseudo-sequence DRB1_0301. The binding affinity (normalized) is 0. (10) The peptide sequence is VEIFGITALIILS. The MHC is HLA-DQA10101-DQB10501 with pseudo-sequence HLA-DQA10101-DQB10501. The binding affinity (normalized) is 0.194.